Task: Predict the product of the given reaction.. Dataset: Forward reaction prediction with 1.9M reactions from USPTO patents (1976-2016) (1) Given the reactants [CH:1]([NH:4][C:5]1[CH2:10][CH2:9][CH2:8][C:7](=[O:11])[CH:6]=1)([CH3:3])[CH3:2].O.[C:13]1(=[O:24])[C:21]2[C:16](=[CH:17][CH:18]=[CH:19][CH:20]=2)[C:15](=[O:22])[C:14]1=[O:23], predict the reaction product. The product is: [OH:24][C:13]12[C:21]3[C:16](=[CH:17][CH:18]=[CH:19][CH:20]=3)[C:15](=[O:22])[C:14]1([OH:23])[C:6]1[C:7](=[O:11])[CH2:8][CH2:9][CH2:10][C:5]=1[N:4]2[CH:1]([CH3:3])[CH3:2]. (2) Given the reactants Br[CH2:2][C:3]1[CH:12]=[CH:11][C:6]([C:7]([O:9][CH3:10])=[O:8])=[CH:5][CH:4]=1.[O:13]=[C:14]1[NH:19][CH2:18][CH2:17][N:16]([C:20]([O:22][C:23]([CH3:26])([CH3:25])[CH3:24])=[O:21])[CH2:15]1.C(=O)([O-])[O-].[Cs+].[Cs+], predict the reaction product. The product is: [CH3:10][O:9][C:7]([C:6]1[CH:11]=[CH:12][C:3]([CH2:2][N:19]2[CH2:18][CH2:17][N:16]([C:20]([O:22][C:23]([CH3:25])([CH3:24])[CH3:26])=[O:21])[CH2:15][C:14]2=[O:13])=[CH:4][CH:5]=1)=[O:8]. (3) Given the reactants [Sm].II.[CH3:4][O:5][C:6]1[CH:11]=[CH:10][CH:9]=[C:8]([CH3:12])[CH:7]=1.[C:13](Cl)(=[O:16])[CH2:14][CH3:15], predict the reaction product. The product is: [CH3:4][O:5][C:6]1[CH:11]=[CH:10][C:9]([C:13](=[O:16])[CH2:14][CH3:15])=[C:8]([CH3:12])[CH:7]=1.